From a dataset of Forward reaction prediction with 1.9M reactions from USPTO patents (1976-2016). Predict the product of the given reaction. (1) Given the reactants [C:1]1([C:7]2[CH:8]=[N:9][NH:10][C:11]=2[NH2:12])[CH:6]=[CH:5][CH:4]=[CH:3][CH:2]=1.[O:13]1[C:17]2[CH:18]=[CH:19][C:20]([C:22](=O)[CH2:23][C:24](OCC)=[O:25])=[CH:21][C:16]=2[O:15][CH2:14]1, predict the reaction product. The product is: [O:13]1[C:17]2[CH:18]=[CH:19][C:20]([C:22]3[NH:12][C:11]4[N:10]([N:9]=[CH:8][C:7]=4[C:1]4[CH:2]=[CH:3][CH:4]=[CH:5][CH:6]=4)[C:24](=[O:25])[CH:23]=3)=[CH:21][C:16]=2[O:15][CH2:14]1. (2) Given the reactants Br[C:2]1[CH:3]=[C:4]([C:8]([O:10][CH2:11][CH3:12])=[O:9])[S:5][C:6]=1Br.C([Sn](CCCC)(CCCC)[CH2:18][O:19][CH2:20][Sn](CCCC)(CCCC)CCCC)CCC.CC(C1C=C(C(C)C)C(C2C=CC=CC=2P(C2CCCCC2)C2CCCCC2)=C(C(C)C)C=1)C, predict the reaction product. The product is: [S:5]1[C:6]2[CH2:18][O:19][CH2:20][C:2]=2[CH:3]=[C:4]1[C:8]([O:10][CH2:11][CH3:12])=[O:9]. (3) Given the reactants [CH3:1][O:2][C:3]1[CH:4]=[C:5]([CH:10]=[CH:11][C:12]=1[O:13][CH3:14])[CH:6]=[CH:7][CH:8]=O.[C:15]([CH2:17][C:18]([N-:20][CH2:21][CH2:22][C:23]1[CH:28]=[CH:27][CH:26]=[CH:25][CH:24]=1)=[O:19])#[N:16], predict the reaction product. The product is: [C:23]1([CH2:22][CH2:21][NH:20][C:18](/[C:17](=[CH:8]/[CH:7]=[CH:6]/[C:5]2[CH:10]=[CH:11][C:12]([O:13][CH3:14])=[C:3]([O:2][CH3:1])[CH:4]=2)/[C:15]#[N:16])=[O:19])[CH:28]=[CH:27][CH:26]=[CH:25][CH:24]=1.